Predict which catalyst facilitates the given reaction. From a dataset of Catalyst prediction with 721,799 reactions and 888 catalyst types from USPTO. Reactant: [Cl:1][C:2]1[C:7]([C:8]([F:11])([F:10])[F:9])=[CH:6][CH:5]=[CH:4][C:3]=1[C:12]([N:14]1CC[C:17]2N(C3N=CC(F)=CN=3)N=N[C:16]=2[C@H:15]1[CH3:30])=[O:13].Cl.CCN(CC)CC.ClC1C(C(F)(F)[F:50])=CC=CC=1C(Cl)=O. Product: [CH3:30][C@@H:15]([NH:14][C:12](=[O:13])[C:3]1[CH:4]=[C:5]([F:50])[CH:6]=[C:7]([C:8]([F:11])([F:10])[F:9])[C:2]=1[Cl:1])[C:16]#[CH:17]. The catalyst class is: 1.